Dataset: Catalyst prediction with 721,799 reactions and 888 catalyst types from USPTO. Task: Predict which catalyst facilitates the given reaction. Reactant: [N:1]1([C:7]2[CH:12]=[CH:11][C:10]([N:13]3[CH2:18][CH2:17][CH2:16][CH2:15][C:14]3=[O:19])=[CH:9][CH:8]=2)[CH2:6][CH2:5][NH:4][CH2:3][CH2:2]1.CC1C=CC(S(O[CH2:31][CH2:32][CH2:33][C:34]2[C:42]3[C:37](=[CH:38][CH:39]=[C:40]([C:43]#[N:44])[CH:41]=3)[NH:36][CH:35]=2)(=O)=O)=CC=1.C(=O)([O-])[O-].[K+].[K+].[I-].[K+]. Product: [O:19]=[C:14]1[CH2:15][CH2:16][CH2:17][CH2:18][N:13]1[C:10]1[CH:9]=[CH:8][C:7]([N:1]2[CH2:6][CH2:5][N:4]([CH2:31][CH2:32][CH2:33][C:34]3[C:42]4[C:37](=[CH:38][CH:39]=[C:40]([C:43]#[N:44])[CH:41]=4)[NH:36][CH:35]=3)[CH2:3][CH2:2]2)=[CH:12][CH:11]=1. The catalyst class is: 10.